Predict the reactants needed to synthesize the given product. From a dataset of Full USPTO retrosynthesis dataset with 1.9M reactions from patents (1976-2016). (1) Given the product [C:38]([O:37][C:35](=[O:36])[NH:42][C@@H:43]([CH3:48])[CH2:44][C:45]([NH:1][C:2]1[CH:7]=[CH:6][CH:5]=[C:4]([C:8]2[CH:13]=[C:12]([C:14]3[CH:19]=[CH:18][C:17]([F:20])=[CH:16][C:15]=3[O:21][CH2:22][O:23][CH3:24])[N:11]=[C:10]([NH:25][C:26]([C:28]3[O:32][N:31]=[CH:30][CH:29]=3)=[O:27])[C:9]=2[C:33]#[N:34])[CH:3]=1)=[O:46])([CH3:41])([CH3:39])[CH3:40], predict the reactants needed to synthesize it. The reactants are: [NH2:1][C:2]1[CH:3]=[C:4]([C:8]2[CH:13]=[C:12]([C:14]3[CH:19]=[CH:18][C:17]([F:20])=[CH:16][C:15]=3[O:21][CH2:22][O:23][CH3:24])[N:11]=[C:10]([NH:25][C:26]([C:28]3[O:32][N:31]=[CH:30][CH:29]=3)=[O:27])[C:9]=2[C:33]#[N:34])[CH:5]=[CH:6][CH:7]=1.[C:35]([NH:42][C@@H:43]([CH3:48])[CH2:44][C:45](O)=[O:46])([O:37][C:38]([CH3:41])([CH3:40])[CH3:39])=[O:36].C1C=CC2N(O)N=NC=2C=1. (2) Given the product [F:31][C:28]([F:29])([F:30])[C:20]1[CH:19]=[C:18]([CH:23]=[C:22]([C:24]([F:25])([F:26])[F:27])[CH:21]=1)[C:16]([N:13]1[CH2:14][CH2:15][C:10]2([O:32][C:42](=[O:41])[N:1]([CH:37]3[CH2:38][CH2:39][N:34]([CH3:33])[CH2:35][CH2:36]3)[CH2:2][CH:3]2[C:4]2[CH:5]=[CH:6][CH:7]=[CH:8][CH:9]=2)[CH2:11][CH2:12]1)=[O:17], predict the reactants needed to synthesize it. The reactants are: [NH2:1][CH2:2][CH:3]([C:10]1([OH:32])[CH2:15][CH2:14][N:13]([C:16]([C:18]2[CH:23]=[C:22]([C:24]([F:27])([F:26])[F:25])[CH:21]=[C:20]([C:28]([F:31])([F:30])[F:29])[CH:19]=2)=[O:17])[CH2:12][CH2:11]1)[C:4]1[CH:9]=[CH:8][CH:7]=[CH:6][CH:5]=1.[CH3:33][N:34]1[CH2:39][CH2:38][C:37](=O)[CH2:36][CH2:35]1.[O:41]1CCC[CH2:42]1.C(O[BH-](OC(=O)C)OC(=O)C)(=O)C.[Na+].C(=O)([O-])O.[Na+].C(N1C=CN=C1)(N1C=CN=C1)=O. (3) Given the product [C:37]([NH:41][C:42](=[O:43])[NH:1][C:2]1[C:3]([C:14]2[C:15]([Cl:34])=[C:16]([NH:21][C:22](=[O:33])[C:23]3[CH:28]=[CH:27][CH:26]=[C:25]([C:29]([F:32])([F:31])[F:30])[CH:24]=3)[CH:17]=[CH:18][C:19]=2[Cl:20])=[CH:4][C:5]2[CH:10]=[N:9][C:8]([S:11][CH3:12])=[N:7][C:6]=2[N:13]=1)([CH3:40])([CH3:39])[CH3:38], predict the reactants needed to synthesize it. The reactants are: [NH2:1][C:2]1[C:3]([C:14]2[C:15]([Cl:34])=[C:16]([NH:21][C:22](=[O:33])[C:23]3[CH:28]=[CH:27][CH:26]=[C:25]([C:29]([F:32])([F:31])[F:30])[CH:24]=3)[CH:17]=[CH:18][C:19]=2[Cl:20])=[CH:4][C:5]2[CH:10]=[N:9][C:8]([S:11][CH3:12])=[N:7][C:6]=2[N:13]=1.[H-].[Na+].[C:37]([N:41]=[C:42]=[O:43])([CH3:40])([CH3:39])[CH3:38].O. (4) The reactants are: [Mg].BrCCBr.C(Br)(C)C.[O:10]1[CH2:15][CH2:14][CH2:13][CH2:12][CH:11]1[C:16]([CH2:18][CH2:19][C:20]#[CH:21])=[O:17].C1(S([CH:31]2[CH2:37][CH2:36][CH2:35][CH2:34][C@@H:33]([CH2:38][O:39][C:40]3[CH:45]=[CH:44][C:43]([F:46])=[CH:42][CH:41]=3)[O:32]2)(=O)=O)C=CC=CC=1. Given the product [F:46][C:43]1[CH:42]=[CH:41][C:40]([O:39][CH2:38][C@H:33]2[O:32][C@H:31]([C:21]#[C:20][CH2:19][CH2:18][C:16]([CH:11]3[CH2:12][CH2:13][CH2:14][CH2:15][O:10]3)=[O:17])[CH2:37][CH2:36][CH2:35][CH2:34]2)=[CH:45][CH:44]=1, predict the reactants needed to synthesize it. (5) Given the product [Cl:60][C:44]1[C:45]([Cl:59])=[C:46]([S:49](=[O:50])(=[O:51])[NH:52][C@@H:53]([CH3:58])[C:54]([F:55])([F:56])[F:57])[CH:47]=[CH:48][C:43]=1[C:7]1[S:6][C:5]([C:8]([O:10][CH2:11][CH3:12])=[O:9])=[N:4][C:3]=1[CH2:2][OH:1], predict the reactants needed to synthesize it. The reactants are: [OH:1][CH2:2][C:3]1[N:4]=[C:5]([C:8]([O:10][CH2:11][CH3:12])=[O:9])[S:6][CH:7]=1.CC(C)(CC(=O)NNC(C1SC=C(COCOCC[Si](C)(C)C)N=1)=O)C(OC)=O.Br[C:43]1[CH:48]=[CH:47][C:46]([S:49]([NH:52][C@@H:53]([CH3:58])[C:54]([F:57])([F:56])[F:55])(=[O:51])=[O:50])=[C:45]([Cl:59])[C:44]=1[Cl:60].P(C1CCCCC1)(C1CCCCC1)C1CCCCC1.[H+].[B-](F)(F)(F)F.C(O)(=O)C(C)(C)C.C([O-])([O-])=O.[Na+].[Na+]. (6) The reactants are: [NH2:1][CH2:2][C:3]1[C:8]([CH3:9])=[N:7][C:6]2[N:10]([CH2:13][CH3:14])[N:11]=[CH:12][C:5]=2[C:4]=1[NH:15][CH:16]1[CH2:21][CH2:20][O:19][CH2:18][CH2:17]1.Cl[CH2:23][CH2:24][CH2:25][C:26](Cl)=[O:27]. Given the product [CH2:13]([N:10]1[C:6]2=[N:7][C:8]([CH3:9])=[C:3]([CH2:2][N:1]3[CH2:23][CH2:24][CH2:25][C:26]3=[O:27])[C:4]([NH:15][CH:16]3[CH2:17][CH2:18][O:19][CH2:20][CH2:21]3)=[C:5]2[CH:12]=[N:11]1)[CH3:14], predict the reactants needed to synthesize it. (7) The reactants are: Cl.O1CCOCC1.C([O:12][C:13](=[O:39])[CH2:14][N:15]1[CH:19]=[C:18]([C:20]2[CH:21]=[N:22][C:23]([NH2:38])=[C:24]([O:26][CH:27]([C:29]3[C:34]([Cl:35])=[CH:33][CH:32]=[C:31]([F:36])[C:30]=3[Cl:37])[CH3:28])[CH:25]=2)[N:17]=[CH:16]1)(C)(C)C. Given the product [NH2:38][C:23]1[N:22]=[CH:21][C:20]([C:18]2[N:17]=[CH:16][N:15]([CH2:14][C:13]([OH:39])=[O:12])[CH:19]=2)=[CH:25][C:24]=1[O:26][CH:27]([C:29]1[C:34]([Cl:35])=[CH:33][CH:32]=[C:31]([F:36])[C:30]=1[Cl:37])[CH3:28], predict the reactants needed to synthesize it.